From a dataset of Catalyst prediction with 721,799 reactions and 888 catalyst types from USPTO. Predict which catalyst facilitates the given reaction. (1) Reactant: [C:1]([O:5][C:6](=[O:17])[NH:7][CH2:8][CH2:9][C:10]1[CH:15]=[CH:14][C:13]([NH2:16])=[CH:12][CH:11]=1)([CH3:4])([CH3:3])[CH3:2].C(N(CC)CC)C.[C:25](Cl)(=[O:32])[C:26]1[CH:31]=[CH:30][CH:29]=[CH:28][CH:27]=1. The catalyst class is: 7. Product: [C:1]([O:5][C:6](=[O:17])[NH:7][CH2:8][CH2:9][C:10]1[CH:15]=[CH:14][C:13]([NH:16][C:25](=[O:32])[C:26]2[CH:31]=[CH:30][CH:29]=[CH:28][CH:27]=2)=[CH:12][CH:11]=1)([CH3:4])([CH3:2])[CH3:3]. (2) Reactant: C1(COC(=O)[NH:10][C@H:11]([C:14]([N:16]2[CH2:20][CH2:19][CH2:18][CH2:17]2)=[O:15])[CH2:12][CH3:13])C=CC=CC=1.CO. Product: [N:16]1([C:14]([C@@H:11]([NH2:10])[CH2:12][CH3:13])=[O:15])[CH2:20][CH2:19][CH2:18][CH2:17]1. The catalyst class is: 723.